From a dataset of Catalyst prediction with 721,799 reactions and 888 catalyst types from USPTO. Predict which catalyst facilitates the given reaction. Reactant: [CH:1](=O)[C:2]1[CH:7]=[CH:6][C:5]([O:8][CH3:9])=[CH:4][CH:3]=1.[NH2:11][C:12]1[CH:17]=[CH:16][N:15]=[CH:14][N:13]=1.[BH-](OC(C)=O)(OC(C)=O)OC(C)=O.[Na+].C(O)(=O)C. Product: [CH3:9][O:8][C:5]1[CH:6]=[CH:7][C:2]([CH2:1][NH:11][C:12]2[CH:17]=[CH:16][N:15]=[CH:14][N:13]=2)=[CH:3][CH:4]=1. The catalyst class is: 2.